Dataset: Experimentally validated miRNA-target interactions with 360,000+ pairs, plus equal number of negative samples. Task: Binary Classification. Given a miRNA mature sequence and a target amino acid sequence, predict their likelihood of interaction. (1) The miRNA is hsa-miR-4281 with sequence GGGUCCCGGGGAGGGGGG. The protein sequence of the target gene is MISPSLELLHSGLCKFPEVEGKMTTFKEAVTFKDVAVVFTEEELGLLDPAQRKLYRDVMLENFRNLLSVGNQPFHQDTFHFLGKEKFWKMKTTSQREGNSGGKIQIEMETVPEAGPHEEWSCQQIWEQIASDLTRSQNSIRNSSQFFKEGDVPCQIEARLSISHVQQKPYRCNECKQSFSDVSVFDLHQQSHSGEKSHTCGECGKSFCYSPALHIHQRVHMGEKCYKCDVCGKEFNQSSHLQTHQRVHTGEKPFKCGQCGKGFHSRSALNVHCKLHTGEKPYNCEECGKAFIHDSQLQEH.... Result: 0 (no interaction). (2) The miRNA is hsa-miR-4632-5p with sequence GAGGGCAGCGUGGGUGUGGCGGA. The protein sequence of the target gene is MMGCWILNEGLSTILVLSWLGINFYLFIDTFYWYEEEESFHYTRVILGSTLAWARASALCLNFNCMLILIPVSRNLISFIRGTSICCRGPWRRQLDKNLRFHKLVAYGIAVNATIHIVAHFFNLERYHWSQSEEAQGLLAALSKLGNTPNESYLNPVRTFPTNTTTELLRTIAGVTGLVISLALVLIMTSSTEFIRQASYELFWYTHHVFIVFFLSLAIHGTGRIVRGQTQDSLSLHNITFCRDRYAEWQTVAQCPVPQFSGKEPSAWKWILGPVVLYACERIIRFWRFQQEVVITKVVS.... Result: 0 (no interaction). (3) The miRNA is dme-miR-303-5p with sequence UUUAGGUUUCACAGGAAACUGGU. The protein sequence of the target gene is MTEQETLALLEVKRSDSPEKSSPQALVPNGRQPEGEGGAESPGAESLRVGSSAGSPTAIEGAEDGLDSTVSEAATLPWGTGPQPSAPFPDPPGWRDIEPEPPESEPLTKLEELPEDDANLLPEKAARAFVPIDLQCIERQPQEDLIVRCEAGEGECRTFMPPRVTHPDPTERKWAEAVVRPPGCSCGGCGSCGDREWLRAVASVGAALILFPCLLYGAYAFLPFDVPRLPTMSSRLIYTLRCGVFATFPIVLGILVYGLSLLCFSALRPFGEPRREVEIHRRYVAQSVQLFILYFFNLAV.... Result: 0 (no interaction). (4) The miRNA is mmu-miR-804 with sequence UGUGAGUUGUUCCUCACCUGGA. The protein sequence of the target gene is MASGSVAECLQQETTCPVCLQYFVEPMMLDCGHNICCACLARCWGAAETNVSCPQCRETFPQRHMRPNRHLANVTQLVKQLRTERPSGPGGEMGVCEKHREPLKLYCEQDQMPICVVCDRSREHRGHSVLPLEEAVEGFKEQIQNRLDHLRRVKDLKKRRRAQGEQARAELLSLTQMEREKIVWEFEQLYHSLKEHEYRLLARLEELDLAIYNSINGAITQFSCNISHLSGLIAQLEEKQQQPTRELLQDIGDTLSRAERIRIPEPWITPPDLQEKIHIFAQKCLFLTESLKQFTEKMQS.... Result: 1 (interaction). (5) The miRNA is mmu-miR-875-3p with sequence CCUGAAAAUACUGAGGCUAUG. The protein sequence of the target gene is MDSAETELTPAPEGRKRYSDIFQSLDNLEISLGNVTFDPLAGDPVRREDLEPDKADTATVVTEENSEASSWRDLSPEGPAPLTEEELDLRLIRTKGGVDAALEYAKAWSRYAKELLAWTDKRANYELEFAKSIMKLAEAGKVSILQQSQMPLQYIYTLFLEHDLSLGALALETVAQQKRDYYQPLAAKRMEIEKWRKEFKEQWLKEQKRMNEAVQALRRSELQYIQRREDLRARSQGSPEDPPSQASPGSNKQQERRRRSREEAQAKAHEAEALYQACVREANSRQQDLETTKRRIVSHV.... Result: 1 (interaction). (6) The miRNA is hsa-miR-4752 with sequence UUGUGGAUCUCAAGGAUGUGCU. The protein sequence of the target gene is MDQQAIYAELNLPTDSGPESSSPSSLPRDVCQGSPWHQFALKLSCAGIILLVLVVTGLSVSVTSLIQKSSIEKCSVDIQQSRNKTTERPGLLNCPIYWQQLREKCLLFSHTVNPWNNSLADCSTKESSLLLIRDKDELIHTQNLIRDKAILFWIGLNFSLSEKNWKWINGSFLNSNDLEIRGDAKENSCISISQTSVYSEYCSTEIRWICQKELTPVRNKVYPDS. Result: 0 (no interaction).